This data is from NCI-60 drug combinations with 297,098 pairs across 59 cell lines. The task is: Regression. Given two drug SMILES strings and cell line genomic features, predict the synergy score measuring deviation from expected non-interaction effect. (1) Drug 1: CC1=C(C(=CC=C1)Cl)NC(=O)C2=CN=C(S2)NC3=CC(=NC(=N3)C)N4CCN(CC4)CCO. Drug 2: C(CCl)NC(=O)N(CCCl)N=O. Cell line: U251. Synergy scores: CSS=16.6, Synergy_ZIP=-1.38, Synergy_Bliss=6.35, Synergy_Loewe=0.143, Synergy_HSA=-2.17. (2) Drug 1: CCC1(CC2CC(C3=C(CCN(C2)C1)C4=CC=CC=C4N3)(C5=C(C=C6C(=C5)C78CCN9C7C(C=CC9)(C(C(C8N6C=O)(C(=O)OC)O)OC(=O)C)CC)OC)C(=O)OC)O.OS(=O)(=O)O. Drug 2: COCCOC1=C(C=C2C(=C1)C(=NC=N2)NC3=CC=CC(=C3)C#C)OCCOC.Cl. Cell line: SNB-75. Synergy scores: CSS=-2.19, Synergy_ZIP=1.65, Synergy_Bliss=0.0281, Synergy_Loewe=-3.42, Synergy_HSA=-3.26. (3) Drug 1: CNC(=O)C1=NC=CC(=C1)OC2=CC=C(C=C2)NC(=O)NC3=CC(=C(C=C3)Cl)C(F)(F)F. Drug 2: C(CCl)NC(=O)N(CCCl)N=O. Cell line: MDA-MB-231. Synergy scores: CSS=6.64, Synergy_ZIP=-3.68, Synergy_Bliss=-2.79, Synergy_Loewe=-7.13, Synergy_HSA=-3.67. (4) Drug 1: C1=CC(=CC=C1CCCC(=O)O)N(CCCl)CCCl. Drug 2: CCC1(CC2CC(C3=C(CCN(C2)C1)C4=CC=CC=C4N3)(C5=C(C=C6C(=C5)C78CCN9C7C(C=CC9)(C(C(C8N6C=O)(C(=O)OC)O)OC(=O)C)CC)OC)C(=O)OC)O.OS(=O)(=O)O. Cell line: HT29. Synergy scores: CSS=51.1, Synergy_ZIP=-5.74, Synergy_Bliss=1.61, Synergy_Loewe=-24.0, Synergy_HSA=0.723. (5) Cell line: CAKI-1. Synergy scores: CSS=12.9, Synergy_ZIP=-12.1, Synergy_Bliss=-8.34, Synergy_Loewe=-11.3, Synergy_HSA=-5.01. Drug 1: CC1=C2C(C(=O)C3(C(CC4C(C3C(C(C2(C)C)(CC1OC(=O)C(C(C5=CC=CC=C5)NC(=O)C6=CC=CC=C6)O)O)OC(=O)C7=CC=CC=C7)(CO4)OC(=O)C)O)C)OC(=O)C. Drug 2: C(CN)CNCCSP(=O)(O)O. (6) Drug 1: CCCCCOC(=O)NC1=NC(=O)N(C=C1F)C2C(C(C(O2)C)O)O. Drug 2: CC1=C(C(=CC=C1)Cl)NC(=O)C2=CN=C(S2)NC3=CC(=NC(=N3)C)N4CCN(CC4)CCO. Synergy scores: CSS=13.9, Synergy_ZIP=-4.18, Synergy_Bliss=-2.34, Synergy_Loewe=-9.89, Synergy_HSA=-0.346. Cell line: NCI-H522. (7) Drug 1: C1=CC(=CC=C1CCCC(=O)O)N(CCCl)CCCl. Synergy scores: CSS=37.8, Synergy_ZIP=-2.01, Synergy_Bliss=-1.41, Synergy_Loewe=2.48, Synergy_HSA=1.30. Cell line: CAKI-1. Drug 2: CCCCC(=O)OCC(=O)C1(CC(C2=C(C1)C(=C3C(=C2O)C(=O)C4=C(C3=O)C=CC=C4OC)O)OC5CC(C(C(O5)C)O)NC(=O)C(F)(F)F)O. (8) Drug 1: CN1C2=C(C=C(C=C2)N(CCCl)CCCl)N=C1CCCC(=O)O.Cl. Drug 2: C1=NC2=C(N=C(N=C2N1C3C(C(C(O3)CO)O)F)Cl)N. Cell line: MALME-3M. Synergy scores: CSS=6.29, Synergy_ZIP=8.78, Synergy_Bliss=2.20, Synergy_Loewe=0.950, Synergy_HSA=0.579.